This data is from NCI-60 drug combinations with 297,098 pairs across 59 cell lines. The task is: Regression. Given two drug SMILES strings and cell line genomic features, predict the synergy score measuring deviation from expected non-interaction effect. (1) Drug 1: CN(C)C1=NC(=NC(=N1)N(C)C)N(C)C. Drug 2: C1C(C(OC1N2C=NC(=NC2=O)N)CO)O. Cell line: OVCAR-5. Synergy scores: CSS=7.71, Synergy_ZIP=-3.96, Synergy_Bliss=-3.04, Synergy_Loewe=-18.5, Synergy_HSA=-6.37. (2) Drug 1: CC(C1=C(C=CC(=C1Cl)F)Cl)OC2=C(N=CC(=C2)C3=CN(N=C3)C4CCNCC4)N. Drug 2: C1CN(CCN1C(=O)CCBr)C(=O)CCBr. Cell line: T-47D. Synergy scores: CSS=-0.650, Synergy_ZIP=-1.63, Synergy_Bliss=-0.945, Synergy_Loewe=-3.15, Synergy_HSA=-2.54.